From a dataset of Catalyst prediction with 721,799 reactions and 888 catalyst types from USPTO. Predict which catalyst facilitates the given reaction. Reactant: [CH:1]1([CH2:6][CH2:7][C:8]([OH:10])=O)[CH2:5][CH2:4][CH2:3][CH2:2]1.CN(C(ON1N=NC2C=CC=NC1=2)=[N+](C)C)C.F[P-](F)(F)(F)(F)F.C(N(C(C)C)CC)(C)C.Cl.[CH2:45]([O:48][C@@H:49]1[CH2:54][CH2:53][CH2:52][N:51]([CH2:55][C@@H:56]2[CH2:61][CH2:60][CH2:59][CH2:58][C@H:57]2[NH2:62])[CH2:50]1)[CH:46]=[CH2:47].Cl.C(O[C@@H]1CCCN(C[C@H]2CCCC[C@@H]2N)C1)C=C. Product: [CH2:45]([O:48][C@@H:49]1[CH2:54][CH2:53][CH2:52][N:51]([CH2:55][C@H:56]2[CH2:61][CH2:60][CH2:59][CH2:58][C@@H:57]2[NH:62][C:8](=[O:10])[CH2:7][CH2:6][CH:1]2[CH2:2][CH2:3][CH2:4][CH2:5]2)[CH2:50]1)[CH:46]=[CH2:47]. The catalyst class is: 3.